Dataset: Full USPTO retrosynthesis dataset with 1.9M reactions from patents (1976-2016). Task: Predict the reactants needed to synthesize the given product. (1) Given the product [Cl:29][C:26]1[CH:27]=[N:28][C:23]([N:20]2[CH2:19][CH2:18][CH:17]([C@H:15]3[CH2:16][C@H:14]3[CH2:13][CH2:12][NH:44][C:41]3[C:40]([Cl:59])=[CH:39][C:38]([NH2:37])=[CH:43][N:42]=3)[CH2:22][CH2:21]2)=[N:24][CH:25]=1, predict the reactants needed to synthesize it. The reactants are: CC1C=CC(S(O[CH2:12][CH2:13][C@@H:14]2[CH2:16][C@@H:15]2[CH:17]2[CH2:22][CH2:21][N:20]([C:23]3[N:28]=[CH:27][C:26]([Cl:29])=[CH:25][N:24]=3)[CH2:19][CH2:18]2)(=O)=O)=CC=1.C(OC([NH:37][C:38]1[CH:39]=[C:40]([Cl:59])[C:41]([N:44](C(OC(C)(C)C)=O)C(OC(C)(C)C)=O)=[N:42][CH:43]=1)=O)(C)(C)C. (2) Given the product [C:1]([O:5][C:6]([N:8]([CH3:10])[NH:9][C:12]1[C:21]2[C:16](=[CH:17][CH:18]=[CH:19][CH:20]=2)[C:15]([CH3:22])=[CH:14][CH:13]=1)=[O:7])([CH3:4])([CH3:3])[CH3:2], predict the reactants needed to synthesize it. The reactants are: [C:1]([O:5][C:6]([N:8]([CH3:10])[NH2:9])=[O:7])([CH3:4])([CH3:3])[CH3:2].B(O)(O)[C:12]1[C:21]2[C:16](=[CH:17][CH:18]=[CH:19][CH:20]=2)[C:15]([CH3:22])=[CH:14][CH:13]=1.C(N(CC)CC)C. (3) Given the product [CH2:14]([O:13][C:7]1[CH:8]=[C:9]([F:12])[CH:10]=[CH:11][C:6]=1[CH:5]=[CH:4][C:3]([OH:18])=[O:2])[CH2:15][CH2:16][CH3:17], predict the reactants needed to synthesize it. The reactants are: C[O:2][C:3](=[O:18])[CH:4]=[CH:5][C:6]1[CH:11]=[CH:10][C:9]([F:12])=[CH:8][C:7]=1[O:13][CH2:14][CH2:15][CH2:16][CH3:17].[Li+].[OH-].